From a dataset of Full USPTO retrosynthesis dataset with 1.9M reactions from patents (1976-2016). Predict the reactants needed to synthesize the given product. (1) The reactants are: [CH2:1]([S:8]([NH:11][C:12]([CH:14]1[CH2:19][CH2:18][N:17]([C:20]2[C:30]([Cl:31])=[CH:29][C:23]([C:24]([O:26]CC)=[O:25])=[C:22]([CH2:32][N:33]3[CH2:37][CH2:36][CH2:35][C:34]3=[O:38])[N:21]=2)[CH2:16][CH2:15]1)=[O:13])(=[O:10])=[O:9])[C:2]1[CH:7]=[CH:6][CH:5]=[CH:4][CH:3]=1.[OH-].[Na+].C(Cl)Cl. Given the product [CH2:1]([S:8]([NH:11][C:12]([CH:14]1[CH2:19][CH2:18][N:17]([C:20]2[C:30]([Cl:31])=[CH:29][C:23]([C:24]([OH:26])=[O:25])=[C:22]([CH2:32][N:33]3[CH2:37][CH2:36][CH2:35][C:34]3=[O:38])[N:21]=2)[CH2:16][CH2:15]1)=[O:13])(=[O:10])=[O:9])[C:2]1[CH:7]=[CH:6][CH:5]=[CH:4][CH:3]=1, predict the reactants needed to synthesize it. (2) Given the product [Br:15][C:4]1[CH:5]=[C:6]([C:10]([O:12][CH3:13])=[O:11])[C:7](=[O:9])[NH:8][C:3]=1[CH:2]([F:1])[F:14], predict the reactants needed to synthesize it. The reactants are: [F:1][CH:2]([F:14])[C:3]1[NH:8][C:7](=[O:9])[C:6]([C:10]([O:12][CH3:13])=[O:11])=[CH:5][CH:4]=1.[Br:15]N1C(=O)CCC1=O.O. (3) Given the product [Cl:8][C:6]1[CH:7]=[C:2]([N:13]2[CH2:14][CH2:15][N:10]([CH3:9])[CH2:11][CH2:12]2)[N:3]=[CH:4][N:5]=1, predict the reactants needed to synthesize it. The reactants are: Cl[C:2]1[CH:7]=[C:6]([Cl:8])[N:5]=[CH:4][N:3]=1.[CH3:9][N:10]1[CH2:15][CH2:14][NH:13][CH2:12][CH2:11]1. (4) Given the product [CH2:1]([CH:3]1[N:4]2[C:5](=[CH:35][C:34](=[O:36])[C:28]([C:29]([OH:31])=[O:30])=[CH:27]2)[C:6]2[CH:7]=[C:8]([O:15][CH3:16])[C:9]([O:13][CH3:14])=[CH:10][C:11]=2[CH2:12]1)[CH3:2], predict the reactants needed to synthesize it. The reactants are: [CH2:1]([CH:3]1[CH2:12][C:11]2[C:6](=[CH:7][C:8]([O:15][CH3:16])=[C:9]([O:13][CH3:14])[CH:10]=2)[CH:5]=[N:4]1)[CH3:2].Cl.O1CCOCC1.CN([CH:27]=[C:28]([C:34](=[O:36])[CH3:35])[C:29]([O:31]CC)=[O:30])C. (5) Given the product [I:6][C:7]1[CH:15]=[C:14]2[C:13](=[CH:9][CH:8]=1)[N:12]([CH2:16][C:17]1[CH:18]=[CH:19][CH:20]=[CH:21][CH:22]=1)[C:11](=[O:23])[C:29]2([O:30][CH3:31])[O:32][CH3:33], predict the reactants needed to synthesize it. The reactants are: S(=O)(=O)(O)O.[I:6][C:7]1[CH:8]=[C:9]2[C:13](=[CH:14][CH:15]=1)[N:12]([CH2:16][C:17]1[CH:22]=[CH:21][CH:20]=[CH:19][CH:18]=1)[C:11](=[O:23])C2=O.CO.CO[CH:29]([O:32][CH3:33])[O:30][CH3:31]. (6) Given the product [CH3:1][C:2]1[C:3]2[CH:4]=[C:5]([OH:35])[CH:6]=[CH:7][C:8]=2[N:9]([CH2:18][C:19]2[CH:24]=[CH:23][C:22]([O:25][CH2:26][CH2:27][N:28]3[CH2:29][CH2:30][CH2:31][CH2:32][CH2:33][CH2:34]3)=[CH:21][CH:20]=2)[C:10]=1[C:11]1[CH:12]=[CH:13][C:14]([OH:17])=[CH:15][CH:16]=1.[CH3:37][C:36]([OH:17])=[O:38], predict the reactants needed to synthesize it. The reactants are: [CH3:1][C:2]1[C:3]2[CH:4]=[C:5]([OH:35])[CH:6]=[CH:7][C:8]=2[N:9]([CH2:18][C:19]2[CH:20]=[CH:21][C:22]([O:25][CH2:26][CH2:27][N:28]3[CH2:34][CH2:33][CH2:32][CH2:31][CH2:30][CH2:29]3)=[CH:23][CH:24]=2)[C:10]=1[C:11]1[CH:12]=[CH:13][C:14]([OH:17])=[CH:15][CH:16]=1.[CH2:36]([OH:38])[CH3:37].